Dataset: Reaction yield outcomes from USPTO patents with 853,638 reactions. Task: Predict the reaction yield, written as a fraction of the theoretical maximum amount of product (1.0 means a 100% yield; for example, 0.34 means a 34% yield). The yield is 0.873. The reactants are [CH:1]1([NH:4][CH:5]=[C:6]([C:12]([C:14]2[C:15](Cl)=[N:16][C:17]([Cl:21])=[C:18]([F:20])[CH:19]=2)=[O:13])[C:7]([O:9][CH2:10][CH3:11])=[O:8])[CH2:3][CH2:2]1.[H-].[Na+].O. The product is [Cl:21][C:17]1[N:16]=[C:15]2[C:14]([C:12](=[O:13])[C:6]([C:7]([O:9][CH2:10][CH3:11])=[O:8])=[CH:5][N:4]2[CH:1]2[CH2:3][CH2:2]2)=[CH:19][C:18]=1[F:20]. The catalyst is O1CCCC1.